Task: Predict the reactants needed to synthesize the given product.. Dataset: Full USPTO retrosynthesis dataset with 1.9M reactions from patents (1976-2016) (1) Given the product [CH3:1][C:2]1[CH:3]=[CH:4][C:5]2[N:6]([C:8]([CH2:11][C:12]3[CH:13]=[C:14]4[C:19](=[CH:20][CH:21]=3)[N:18]=[CH:17][C:16]([C:22]3[CH:23]=[N:24][N:25]([CH2:30][C:31]([NH2:33])=[O:32])[CH:26]=3)=[CH:15]4)=[N:9][N:10]=2)[N:7]=1, predict the reactants needed to synthesize it. The reactants are: [CH3:1][C:2]1[CH:3]=[CH:4][C:5]2[N:6]([C:8]([CH2:11][C:12]3[CH:13]=[C:14]4[C:19](=[CH:20][CH:21]=3)[N:18]=[CH:17][C:16]([C:22]3[CH:23]=[N:24][NH:25][CH:26]=3)=[CH:15]4)=[N:9][N:10]=2)[N:7]=1.[H-].[Na+].Br[CH2:30][C:31]([NH2:33])=[O:32]. (2) Given the product [CH:13]1([CH2:12][O:11][C:3]2[CH:4]=[C:5]([F:10])[C:6]([O:8][CH3:9])=[CH:7][C:2]=2[B:25]2[O:29][C:28]([CH3:31])([CH3:30])[C:27]([CH3:33])([CH3:32])[O:26]2)[CH2:15][CH2:14]1, predict the reactants needed to synthesize it. The reactants are: Br[C:2]1[CH:7]=[C:6]([O:8][CH3:9])[C:5]([F:10])=[CH:4][C:3]=1[O:11][CH2:12][CH:13]1[CH2:15][CH2:14]1.C([Li])CCC.C(O[B:25]1[O:29][C:28]([CH3:31])([CH3:30])[C:27]([CH3:33])([CH3:32])[O:26]1)(C)C. (3) Given the product [O:12]([C:19]1[CH:20]=[CH:21][C:22]([C:2]2[CH:10]=[CH:9][CH:8]=[C:7]3[C:3]=2[CH2:4][NH:5][C:6]3=[O:11])=[CH:23][CH:24]=1)[C:13]1[CH:18]=[CH:17][CH:16]=[CH:15][CH:14]=1, predict the reactants needed to synthesize it. The reactants are: I[C:2]1[CH:10]=[CH:9][CH:8]=[C:7]2[C:3]=1[CH2:4][NH:5][C:6]2=[O:11].[O:12]([C:19]1[CH:24]=[CH:23][C:22](B(O)O)=[CH:21][CH:20]=1)[C:13]1[CH:18]=[CH:17][CH:16]=[CH:15][CH:14]=1.C([O-])([O-])=O.[Na+].[Na+].N#N. (4) Given the product [F:26][C:27]1[CH:32]=[CH:31][C:30]([C:2]2[S:6][C:5]([CH2:7][N:8]([CH2:21][C:22]([F:25])([F:23])[F:24])[C:9]3[CH:16]=[CH:15][C:12]([C:13]#[N:14])=[C:11]([C:17]([F:19])([F:20])[F:18])[CH:10]=3)=[CH:4][CH:3]=2)=[CH:29][CH:28]=1, predict the reactants needed to synthesize it. The reactants are: Br[C:2]1[S:6][C:5]([CH2:7][N:8]([CH2:21][C:22]([F:25])([F:24])[F:23])[C:9]2[CH:16]=[CH:15][C:12]([C:13]#[N:14])=[C:11]([C:17]([F:20])([F:19])[F:18])[CH:10]=2)=[CH:4][CH:3]=1.[F:26][C:27]1[CH:32]=[CH:31][C:30](B(O)O)=[CH:29][CH:28]=1.C([O-])(O)=O.[Na+].O. (5) Given the product [F:61][C:62]1[CH:77]=[CH:76][CH:75]=[C:74]([F:78])[C:63]=1[O:64][C:65]1[CH:73]=[CH:72][C:68]([C:69]([NH:17][CH2:18][C:19](=[O:20])[N:21]2[CH2:22][CH2:23][N:24]([C:27](=[O:38])[C:28]3[CH:33]=[CH:32][CH:31]=[CH:30][C:29]=3[C:34]([F:37])([F:35])[F:36])[CH2:25][CH2:26]2)=[O:70])=[CH:67][CH:66]=1, predict the reactants needed to synthesize it. The reactants are: CCN(C(C)C)C(C)C.OC(C(F)(F)F)=O.[NH2:17][CH2:18][C:19]([N:21]1[CH2:26][CH2:25][N:24]([C:27](=[O:38])[C:28]2[CH:33]=[CH:32][CH:31]=[CH:30][C:29]=2[C:34]([F:37])([F:36])[F:35])[CH2:23][CH2:22]1)=[O:20].C1C=CC2N(O)N=NC=2C=1.CCN=C=NCCCN(C)C.Cl.[F:61][C:62]1[CH:77]=[CH:76][CH:75]=[C:74]([F:78])[C:63]=1[O:64][C:65]1[CH:73]=[CH:72][C:68]([C:69](O)=[O:70])=[CH:67][CH:66]=1. (6) Given the product [OH:22][C:9]([P:4](=[O:3])([OH:5])[OH:8])([P:11]([OH:19])([C:13]1[CH:18]=[CH:17][CH:16]=[CH:15][CH:14]=1)=[O:12])[CH3:10], predict the reactants needed to synthesize it. The reactants are: C([O:3][P:4]([C:9]([O:22]CC)([P:11]([O:19]CC)([C:13]1[CH:18]=[CH:17][CH:16]=[CH:15][CH:14]=1)=[O:12])[CH3:10])(=[O:8])[O:5]CC)C.Cl.C(OP(C(O)(P(O)(C1C=CC=CC=1)=O)C)(=O)OCC)C. (7) Given the product [CH3:17][O:16][C:9]1[CH:10]=[CH:11][C:12]([O:14][CH3:15])=[CH:13][C:8]=1[C:6]1[N:7]=[C:2]([NH:35][C:34]2[CH:36]=[CH:37][C:38]([O:39][CH3:40])=[C:32]([O:31][CH3:30])[CH:33]=2)[C:3]2[NH:20][N:19]=[CH:18][C:4]=2[N:5]=1, predict the reactants needed to synthesize it. The reactants are: Cl[C:2]1[C:3]2[C:4](=[CH:18][N:19](CC3C=CC(OC)=CC=3)[N:20]=2)[N:5]=[C:6]([C:8]2[CH:13]=[C:12]([O:14][CH3:15])[CH:11]=[CH:10][C:9]=2[O:16][CH3:17])[N:7]=1.[CH3:30][O:31][C:32]1[CH:33]=[C:34]([CH:36]=[CH:37][C:38]=1[O:39][CH3:40])[NH2:35].Cl. (8) Given the product [F:1][C:2]1[CH:33]=[CH:32][CH:31]=[CH:30][C:3]=1[C:4]([NH:6][C:7]1[CH:12]=[CH:11][CH:10]=[CH:9][C:8]=1[CH:13]1[CH2:22][C:21]([CH3:24])([CH3:23])[C:20]2[C:15](=[CH:16][CH:17]=[C:18]([C:25]([OH:27])=[O:26])[CH:19]=2)[NH:14]1)=[O:5], predict the reactants needed to synthesize it. The reactants are: [F:1][C:2]1[CH:33]=[CH:32][CH:31]=[CH:30][C:3]=1[C:4]([NH:6][C:7]1[CH:12]=[CH:11][CH:10]=[CH:9][C:8]=1[CH:13]1[CH2:22][C:21]([CH3:24])([CH3:23])[C:20]2[C:15](=[CH:16][CH:17]=[C:18]([C:25]([O:27]CC)=[O:26])[CH:19]=2)[NH:14]1)=[O:5].O.[OH-].[Li+].[OH-].[Na+]. (9) Given the product [Si:1]([O:8][CH:9]1[CH2:14][CH:13]([NH:15][C:16]2[N:21]=[C:20]([C:22]3[C:30]4[C:25](=[CH:26][CH:27]=[CH:28][CH:29]=4)[N:24]([S:31]([C:34]4[CH:35]=[CH:36][CH:37]=[CH:38][CH:39]=4)(=[O:33])=[O:32])[CH:23]=3)[C:19]([Cl:40])=[CH:18][N:17]=2)[CH2:12][CH:11]([NH:41][C:54]([C:53]2[CH:52]=[CH:51][C:50]([NH:49][C:47](=[O:48])[O:46][C:42]([CH3:44])([CH3:43])[CH3:45])=[CH:58][CH:57]=2)=[O:55])[CH2:10]1)([C:4]([CH3:5])([CH3:6])[CH3:7])([CH3:3])[CH3:2], predict the reactants needed to synthesize it. The reactants are: [Si:1]([O:8][CH:9]1[CH2:14][CH:13]([NH:15][C:16]2[N:21]=[C:20]([C:22]3[C:30]4[C:25](=[CH:26][CH:27]=[CH:28][CH:29]=4)[N:24]([S:31]([C:34]4[CH:39]=[CH:38][CH:37]=[CH:36][CH:35]=4)(=[O:33])=[O:32])[CH:23]=3)[C:19]([Cl:40])=[CH:18][N:17]=2)[CH2:12][CH:11]([NH2:41])[CH2:10]1)([C:4]([CH3:7])([CH3:6])[CH3:5])([CH3:3])[CH3:2].[C:42]([O:46][C:47]([NH:49][C:50]1[CH:58]=[CH:57][C:53]([C:54](O)=[O:55])=[CH:52][CH:51]=1)=[O:48])([CH3:45])([CH3:44])[CH3:43].CN(C(ON1N=NC2C=CC=CC1=2)=[N+](C)C)C.F[P-](F)(F)(F)(F)F.CCN(C(C)C)C(C)C.